From a dataset of Catalyst prediction with 721,799 reactions and 888 catalyst types from USPTO. Predict which catalyst facilitates the given reaction. (1) Reactant: [F:1][C:2]1[CH:3]=[C:4]([N:9]2[C:13]3[CH:14]=[CH:15][CH:16]=[CH:17][C:12]=3[N:11]([CH2:18][CH2:19][N:20]3[CH2:25][CH2:24][N:23](C(OC(C)(C)C)=O)[CH2:22][CH2:21]3)[S:10]2(=[O:34])=[O:33])[CH:5]=[CH:6][C:7]=1[F:8].Cl. Product: [F:1][C:2]1[CH:3]=[C:4]([N:9]2[C:13]3[CH:14]=[CH:15][CH:16]=[CH:17][C:12]=3[N:11]([CH2:18][CH2:19][N:20]3[CH2:25][CH2:24][NH:23][CH2:22][CH2:21]3)[S:10]2(=[O:33])=[O:34])[CH:5]=[CH:6][C:7]=1[F:8]. The catalyst class is: 269. (2) Reactant: N12CCCN=C1CCC[CH2:3][CH2:2]2.[NH2:12][C:13]1[N:14]=[CH:15][C:16]([C:28]2[NH:32][N:31]=[C:30]([CH:33]3[CH2:38][CH2:37][N:36]([C:39]([O:41][C:42]([CH3:45])([CH3:44])[CH3:43])=[O:40])[CH2:35][CH2:34]3)[N:29]=2)=[N:17][C:18]=1[C:19]1[O:20][C:21]([C:24]([CH3:27])([CH3:26])[CH3:25])=[N:22][N:23]=1.ICC. Product: [NH2:12][C:13]1[N:14]=[CH:15][C:16]([C:28]2[N:32]([CH2:2][CH3:3])[N:31]=[C:30]([CH:33]3[CH2:38][CH2:37][N:36]([C:39]([O:41][C:42]([CH3:45])([CH3:44])[CH3:43])=[O:40])[CH2:35][CH2:34]3)[N:29]=2)=[N:17][C:18]=1[C:19]1[O:20][C:21]([C:24]([CH3:26])([CH3:27])[CH3:25])=[N:22][N:23]=1. The catalyst class is: 6. (3) Reactant: [Cl:1][C:2]1[N:10]=[C:9]([N:11]2[C:15]3[CH:16]=[C:17]([F:20])[CH:18]=[CH:19][C:14]=3[N:13]=[CH:12]2)[N:8]=[C:7]2[C:3]=1[N:4]([CH3:35])[C:5](=[O:34])[N:6]2[C@H:21]1[CH2:26][CH2:25][C@H:24]([O:27]C2CCCCO2)[CH2:23][CH2:22]1.CC1C=CC(S([O-])(=O)=O)=CC=1.C1C=C[NH+]=CC=1. Product: [Cl:1][C:2]1[N:10]=[C:9]([N:11]2[C:15]3[CH:16]=[C:17]([F:20])[CH:18]=[CH:19][C:14]=3[N:13]=[CH:12]2)[N:8]=[C:7]2[C:3]=1[N:4]([CH3:35])[C:5](=[O:34])[N:6]2[C@H:21]1[CH2:22][CH2:23][C@H:24]([OH:27])[CH2:25][CH2:26]1. The catalyst class is: 40. (4) Reactant: [CH3:1][C:2]1([CH3:15])[C:11]2[C:6](=[CH:7][C:8]([N+:12]([O-:14])=[O:13])=[CH:9][CH:10]=2)[NH:5][CH2:4][CH2:3]1.C([O-])(O)=O.[Na+].[C:21](OC(=O)C)(=[O:23])[CH3:22]. Product: [CH3:1][C:2]1([CH3:15])[C:11]2[C:6](=[CH:7][C:8]([N+:12]([O-:14])=[O:13])=[CH:9][CH:10]=2)[N:5]([C:21](=[O:23])[CH3:22])[CH2:4][CH2:3]1. The catalyst class is: 6. (5) Reactant: [C:1]1([N:7]2[C:11]([SH:12])=[N:10][N:9]=[N:8]2)[CH:6]=[CH:5][CH:4]=[CH:3][CH:2]=1.Cl[CH2:14][CH2:15][CH2:16][N:17]1[CH2:22][CH2:21][N:20]([C:23]2[C:28]3[CH:29]=[CH:30][O:31][C:27]=3[CH:26]=[CH:25][N:24]=2)[CH2:19][CH2:18]1.C([O-])([O-])=O.[K+].[K+].O. Product: [C:1]1([N:7]2[C:11]([S:12][CH2:14][CH2:15][CH2:16][N:17]3[CH2:22][CH2:21][N:20]([C:23]4[C:28]5[CH:29]=[CH:30][O:31][C:27]=5[CH:26]=[CH:25][N:24]=4)[CH2:19][CH2:18]3)=[N:10][N:9]=[N:8]2)[CH:2]=[CH:3][CH:4]=[CH:5][CH:6]=1. The catalyst class is: 115. (6) Reactant: Cl[C:2]1[CH:3]=[C:4]([NH:10][C:11]2[CH:16]=[CH:15][N:14]=[CH:13][N:12]=2)[C:5](=[O:9])[N:6]([CH3:8])[N:7]=1.CC1(C)C(C)(C)[O:21][B:20](B2OC(C)(C)C(C)(C)O2)[O:19]1.CC(C1C=C(C(C)C)C(C2C=CC=CC=2P(C2CCCCC2)C2CCCCC2)=C(C(C)C)C=1)C.C([O-])(=O)C.[K+]. Product: [CH3:8][N:6]1[C:5](=[O:9])[C:4]([NH:10][C:11]2[CH:16]=[CH:15][N:14]=[CH:13][N:12]=2)=[CH:3][C:2]([B:20]([OH:21])[OH:19])=[N:7]1. The catalyst class is: 294. (7) Reactant: [Br:1][C:2]1[CH:3]=[CH:4][C:5]([OH:10])=[C:6]([CH:9]=1)[C:7]#[N:8].C(#N)C.[OH-].[K+].Cl[C:17]([F:27])([F:26])C(C1C=CC=CC=1)=O. Product: [Br:1][C:2]1[CH:3]=[CH:4][C:5]([O:10][CH:17]([F:27])[F:26])=[C:6]([CH:9]=1)[C:7]#[N:8]. The catalyst class is: 6.